This data is from Peptide-MHC class I binding affinity with 185,985 pairs from IEDB/IMGT. The task is: Regression. Given a peptide amino acid sequence and an MHC pseudo amino acid sequence, predict their binding affinity value. This is MHC class I binding data. The peptide sequence is ALVISVTSNY. The MHC is HLA-A03:01 with pseudo-sequence HLA-A03:01. The binding affinity (normalized) is 0.372.